From a dataset of Peptide-MHC class II binding affinity with 134,281 pairs from IEDB. Regression. Given a peptide amino acid sequence and an MHC pseudo amino acid sequence, predict their binding affinity value. This is MHC class II binding data. (1) The peptide sequence is SNMTQRVVIALLVLAKK. The MHC is DRB1_1101 with pseudo-sequence DRB1_1101. The binding affinity (normalized) is 0. (2) The peptide sequence is IDDRFANALLALNDMGK. The MHC is DRB1_0701 with pseudo-sequence DRB1_0701. The binding affinity (normalized) is 0.288.